From a dataset of TCR-epitope binding with 47,182 pairs between 192 epitopes and 23,139 TCRs. Binary Classification. Given a T-cell receptor sequence (or CDR3 region) and an epitope sequence, predict whether binding occurs between them. The TCR CDR3 sequence is CASSYSRGLAGDTQYF. The epitope is HPKVSSEVHI. Result: 0 (the TCR does not bind to the epitope).